The task is: Predict the reactants needed to synthesize the given product.. This data is from Full USPTO retrosynthesis dataset with 1.9M reactions from patents (1976-2016). (1) The reactants are: [CH2:1]([O:8][C:9]1[C:13]([CH2:14][C:15]2[CH:20]=[CH:19][C:18]([CH2:21][CH3:22])=[CH:17][CH:16]=2)=[C:12]([CH3:23])[NH:11][N:10]=1)[C:2]1[CH:7]=[CH:6][CH:5]=[CH:4][CH:3]=1.C(=O)([O-])[O-].[Cs+].[Cs+].[CH:30](I)([CH3:32])[CH3:31]. Given the product [CH2:1]([O:8][C:9]1[C:13]([CH2:14][C:15]2[CH:16]=[CH:17][C:18]([CH2:21][CH3:22])=[CH:19][CH:20]=2)=[C:12]([CH3:23])[N:11]([CH:30]([CH3:32])[CH3:31])[N:10]=1)[C:2]1[CH:3]=[CH:4][CH:5]=[CH:6][CH:7]=1, predict the reactants needed to synthesize it. (2) Given the product [Cl:1][C:2]1[CH:7]=[CH:6][C:5]([CH2:8][C:9]([S:14][C:12]#[N:13])=[O:10])=[CH:4][CH:3]=1, predict the reactants needed to synthesize it. The reactants are: [Cl:1][C:2]1[CH:7]=[CH:6][C:5]([CH2:8][C:9](Br)=[O:10])=[CH:4][CH:3]=1.[C:12]([S-:14])#[N:13].[K+].O. (3) The reactants are: C([O-])([O-])=O.[K+].[K+].[Cl:7][C:8]1[CH:9]=[CH:10][C:11](I)=[C:12]([CH:17]=1)[C:13]([O:15][CH3:16])=[O:14].N#N.C([O:24][CH2:25][C:26]1[O:30][N:29]=[C:28]([CH3:31])[C:27]=1B1OC(C)(C)C(C)(C)O1)(=O)C.C[O-].[Na+]. Given the product [Cl:7][C:8]1[CH:9]=[CH:10][C:11]([C:27]2[C:28]([CH3:31])=[N:29][O:30][C:26]=2[CH2:25][OH:24])=[C:12]([CH:17]=1)[C:13]([O:15][CH3:16])=[O:14], predict the reactants needed to synthesize it.